From a dataset of Reaction yield outcomes from USPTO patents with 853,638 reactions. Predict the reaction yield, written as a fraction of the theoretical maximum amount of product (1.0 means a 100% yield; for example, 0.34 means a 34% yield). The reactants are [NH:1]1[CH2:6][CH2:5][CH2:4][C@@H:3]([NH:7][C:8](=[O:14])[O:9][C:10]([CH3:13])([CH3:12])[CH3:11])[CH2:2]1.C(N(CC)C(C)C)(C)C.[Br:24][C:25]1[C:26](F)=[C:27]2[C:33]([NH:34][C:35](=[O:40])[C:36]([OH:39])([CH3:38])[CH3:37])=[CH:32][NH:31][C:28]2=[N:29][CH:30]=1.CC#N.O. The catalyst is CCCCO.O. The product is [Br:24][C:25]1[C:26]([N:1]2[CH2:6][CH2:5][CH2:4][C@@H:3]([NH:7][C:8](=[O:14])[O:9][C:10]([CH3:11])([CH3:13])[CH3:12])[CH2:2]2)=[C:27]2[C:33]([NH:34][C:35](=[O:40])[C:36]([OH:39])([CH3:38])[CH3:37])=[CH:32][NH:31][C:28]2=[N:29][CH:30]=1. The yield is 0.550.